The task is: Predict the reaction yield, written as a fraction of the theoretical maximum amount of product (1.0 means a 100% yield; for example, 0.34 means a 34% yield).. This data is from Reaction yield outcomes from USPTO patents with 853,638 reactions. (1) The reactants are [C:1]([NH:24][CH:25]([CH3:35])[CH2:26][NH:27]C(=O)OC(C)(C)C)(=[O:23])[CH2:2][CH2:3]/[CH:4]=[CH:5]\[CH2:6]/[CH:7]=[CH:8]\[CH2:9]/[CH:10]=[CH:11]\[CH2:12]/[CH:13]=[CH:14]\[CH2:15]/[CH:16]=[CH:17]\[CH2:18]/[CH:19]=[CH:20]\[CH2:21][CH3:22].C(O)(C(F)(F)F)=O.C([O-])([O-])=O.[Na+].[Na+]. The catalyst is C(Cl)Cl. The product is [NH2:27][CH2:26][CH:25]([NH:24][C:1](=[O:23])[CH2:2][CH2:3]/[CH:4]=[CH:5]\[CH2:6]/[CH:7]=[CH:8]\[CH2:9]/[CH:10]=[CH:11]\[CH2:12]/[CH:13]=[CH:14]\[CH2:15]/[CH:16]=[CH:17]\[CH2:18]/[CH:19]=[CH:20]\[CH2:21][CH3:22])[CH3:35]. The yield is 0.980. (2) The reactants are Cl[CH:2]([CH:8]=O)[C:3]([O:5][CH2:6][CH3:7])=[O:4].[CH3:10][O:11][CH2:12][CH2:13][O:14][C:15]1[CH:20]=[CH:19][N:18]=[C:17]([NH2:21])[CH:16]=1. The catalyst is CCO. The product is [CH3:10][O:11][CH2:12][CH2:13][O:14][C:15]1[CH:20]=[CH:19][N:18]2[C:2]([C:3]([O:5][CH2:6][CH3:7])=[O:4])=[CH:8][N:21]=[C:17]2[CH:16]=1. The yield is 0.570.